From a dataset of Forward reaction prediction with 1.9M reactions from USPTO patents (1976-2016). Predict the product of the given reaction. (1) Given the reactants [CH2:1]([O:8][C:9]1[C:14]([C:15]2[CH:20]=[CH:19][C:18]([O:21][CH2:22][CH2:23][O:24][CH2:25][CH3:26])=[CH:17][CH:16]=2)=[CH:13][C:12]([C:27](OC)=[O:28])=[CH:11][CH:10]=1)[C:2]1[CH:7]=[CH:6][CH:5]=[CH:4][CH:3]=1.[H-].[Al+3].[Li+].[H-].[H-].[H-].O.O.O.O.O.O.O.O.O.O.S([O-])([O-])(=O)=O.[Na+].[Na+], predict the reaction product. The product is: [CH2:1]([O:8][C:9]1[C:14]([C:15]2[CH:16]=[CH:17][C:18]([O:21][CH2:22][CH2:23][O:24][CH2:25][CH3:26])=[CH:19][CH:20]=2)=[CH:13][C:12]([CH2:27][OH:28])=[CH:11][CH:10]=1)[C:2]1[CH:3]=[CH:4][CH:5]=[CH:6][CH:7]=1. (2) Given the reactants [N+:1]([C:4]1[CH:10]=[CH:9][C:7]([NH2:8])=[CH:6][CH:5]=1)([O-:3])=[O:2].CCN(CC)CC.Cl[CH2:19][CH2:20][C:21](Cl)=[O:22], predict the reaction product. The product is: [N+:1]([C:4]1[CH:10]=[CH:9][C:7]([NH:8][C:21](=[O:22])[CH:20]=[CH2:19])=[CH:6][CH:5]=1)([O-:3])=[O:2]. (3) Given the reactants CN1CCCC1=O.[C:8]([OH:12])(=[O:11])[CH2:9][CH3:10].C(N1C=CN=C1)(N1C=CN=C1)=O.[NH2:25][C:26](=[N:56]O)[C:27]1[CH:55]=[CH:54][C:30]([O:31][CH2:32][CH2:33][CH2:34][CH:35]2[CH2:40][CH2:39][N:38]([CH2:41][CH2:42][CH2:43][O:44][C:45]3[CH:53]=[CH:52][C:48]([C:49]([NH2:51])=[O:50])=[CH:47][CH:46]=3)[CH2:37][CH2:36]2)=[CH:29][CH:28]=1, predict the reaction product. The product is: [NH2:56][C:26](=[N:25][O:11][C:8](=[O:12])[CH2:9][CH3:10])[C:27]1[CH:55]=[CH:54][C:30]([O:31][CH2:32][CH2:33][CH2:34][CH:35]2[CH2:40][CH2:39][N:38]([CH2:41][CH2:42][CH2:43][O:44][C:45]3[CH:46]=[CH:47][C:48]([C:49]([NH2:51])=[O:50])=[CH:52][CH:53]=3)[CH2:37][CH2:36]2)=[CH:29][CH:28]=1. (4) Given the reactants [C:1]([O:5][C:6](=[O:26])[NH:7][C:8]1[S:9][C:10]2[CH:16]=[C:15]([CH3:17])[C:14]([F:18])=[C:13]([C:19]3[CH:24]=[CH:23][CH:22]=[C:21]([Cl:25])[CH:20]=3)[C:11]=2[N:12]=1)([CH3:4])([CH3:3])[CH3:2].C1C(=O)N([Br:34])C(=O)C1.C(OOC(=O)C1C=CC=CC=1)(=O)C1C=CC=CC=1, predict the reaction product. The product is: [C:1]([O:5][C:6](=[O:26])[NH:7][C:8]1[S:9][C:10]2[CH:16]=[C:15]([CH2:17][Br:34])[C:14]([F:18])=[C:13]([C:19]3[CH:24]=[CH:23][CH:22]=[C:21]([Cl:25])[CH:20]=3)[C:11]=2[N:12]=1)([CH3:4])([CH3:2])[CH3:3]. (5) Given the reactants [Na+].[C:2]([C:4]1[CH:5]=[C:6]([C:14]2[O:18][N:17]=[C:16]([C:19]3[C:20]([CH3:35])=[C:21]4[C:26](=[CH:27][CH:28]=3)[CH2:25][N:24]([CH2:29][CH2:30][CH2:31][C:32]([O-])=[O:33])[CH2:23][CH2:22]4)[N:15]=2)[CH:7]=[CH:8][C:9]=1[O:10][CH:11]([CH3:13])[CH3:12])#[N:3].[CH2:36]([N:38](CC)CC)C.C(Cl)CCl.C1C=CC2N(O)N=NC=2C=1.CN.C1COCC1, predict the reaction product. The product is: [C:2]([C:4]1[CH:5]=[C:6]([C:14]2[O:18][N:17]=[C:16]([C:19]3[C:20]([CH3:35])=[C:21]4[C:26](=[CH:27][CH:28]=3)[CH2:25][N:24]([CH2:29][CH2:30][CH2:31][C:32]([NH:38][CH3:36])=[O:33])[CH2:23][CH2:22]4)[N:15]=2)[CH:7]=[CH:8][C:9]=1[O:10][CH:11]([CH3:13])[CH3:12])#[N:3]. (6) Given the reactants Cl.[F:2][C:3]1[CH:4]=[CH:5][C:6]([N+:16]([O-:18])=[O:17])=[C:7]([NH:9][CH2:10][C@@H:11]2[CH2:15][CH2:14][NH:13][CH2:12]2)[CH:8]=1.CCN(C(C)C)C(C)C.[CH:28]1([C:31](Cl)=[O:32])[CH2:30][CH2:29]1, predict the reaction product. The product is: [CH:28]1([C:31]([N:13]2[CH2:14][CH2:15][C@@H:11]([CH2:10][NH:9][C:7]3[CH:8]=[C:3]([F:2])[CH:4]=[CH:5][C:6]=3[N+:16]([O-:18])=[O:17])[CH2:12]2)=[O:32])[CH2:30][CH2:29]1.